Regression. Given a peptide amino acid sequence and an MHC pseudo amino acid sequence, predict their binding affinity value. This is MHC class II binding data. From a dataset of Peptide-MHC class II binding affinity with 134,281 pairs from IEDB. (1) The peptide sequence is GSDEKNLALSIKYNK. The MHC is DRB1_0404 with pseudo-sequence DRB1_0404. The binding affinity (normalized) is 0.249. (2) The MHC is DRB1_1101 with pseudo-sequence DRB1_1101. The peptide sequence is VVSRLLIPVPFDPPA. The binding affinity (normalized) is 0.283. (3) The peptide sequence is IIFSKNLNIKLNMPL. The MHC is DRB1_1602 with pseudo-sequence DRB1_1602. The binding affinity (normalized) is 0.409. (4) The peptide sequence is INELIASGSEKLASV. The MHC is DRB1_1001 with pseudo-sequence DRB1_1001. The binding affinity (normalized) is 0.628. (5) The peptide sequence is GELQIVDKIDAAFKH. The MHC is DRB1_0101 with pseudo-sequence DRB1_0101. The binding affinity (normalized) is 0.509. (6) The binding affinity (normalized) is 0.281. The MHC is DRB1_0101 with pseudo-sequence DRB1_0101. The peptide sequence is MRRLADQSLPPNFSC. (7) The peptide sequence is LDGVNLVASQPIFTG. The MHC is H-2-IAb with pseudo-sequence H-2-IAb. The binding affinity (normalized) is 0.541. (8) The peptide sequence is AEKVRNLPAGHGLNA. The MHC is DRB1_0301 with pseudo-sequence DRB1_0301. The binding affinity (normalized) is 0. (9) The peptide sequence is SLRLSCAASGFTFSS. The MHC is DRB1_1101 with pseudo-sequence DRB1_1101. The binding affinity (normalized) is 0.235. (10) The peptide sequence is YDGFLANVSTVLTGK. The MHC is DRB1_0802 with pseudo-sequence DRB1_0802. The binding affinity (normalized) is 0.787.